From a dataset of Forward reaction prediction with 1.9M reactions from USPTO patents (1976-2016). Predict the product of the given reaction. (1) Given the reactants [CH3:1][C:2]1[C:3](=[O:19])[NH:4][C:5]([CH3:18])=[CH:6][C:7]=1[O:8][CH2:9][C:10]1[CH:17]=[CH:16][CH:15]=[CH:14][C:11]=1[C:12]#[N:13].[H-].[Na+].[CH3:22][O:23][C:24]1[CH:31]=[CH:30][C:27]([CH2:28]Cl)=[CH:26][CH:25]=1, predict the reaction product. The product is: [CH3:22][O:23][C:24]1[CH:31]=[CH:30][C:27]([CH2:28][N:4]2[C:5]([CH3:18])=[CH:6][C:7]([O:8][CH2:9][C:10]3[CH:17]=[CH:16][CH:15]=[CH:14][C:11]=3[C:12]#[N:13])=[C:2]([CH3:1])[C:3]2=[O:19])=[CH:26][CH:25]=1. (2) Given the reactants [F:1][C:2]1[CH:3]=[C:4]([OH:11])[CH:5]=[C:6]([F:10])[C:7]=1[O:8][CH3:9].Cl[C:13]1[N:14]=[C:15]([OH:23])[C:16]2[CH:22]=[CH:21][N:20]=[CH:19][C:17]=2[N:18]=1, predict the reaction product. The product is: [F:1][C:2]1[CH:3]=[C:4]([CH:5]=[C:6]([F:10])[C:7]=1[O:8][CH3:9])[O:11][C:13]1[N:14]=[C:15]([OH:23])[C:16]2[CH:22]=[CH:21][N:20]=[CH:19][C:17]=2[N:18]=1. (3) Given the reactants [Cl:1][C:2]1[CH:3]=[CH:4][C:5]2[N:6]([C:8]([S:11]([OH:14])(=[O:13])=O)=[CH:9][N:10]=2)[N:7]=1.C(N(CC)CC)C.[NH:22]1[CH2:27][CH2:26][O:25][CH2:24][CH2:23]1, predict the reaction product. The product is: [Cl:1][C:2]1[CH:3]=[CH:4][C:5]2[N:6]([C:8]([S:11]([N:22]3[CH2:27][CH2:26][O:25][CH2:24][CH2:23]3)(=[O:13])=[O:14])=[CH:9][N:10]=2)[N:7]=1. (4) Given the reactants Br[CH:2]([CH2:8][CH2:9][CH2:10][CH2:11][CH2:12][CH3:13])[C:3]([O:5][CH2:6][CH3:7])=[O:4].COC1C=CC(S)=CC=1, predict the reaction product. The product is: [CH2:6]([O:5][C:3](=[O:4])[CH2:2][CH2:8][CH2:9][CH2:10][CH2:11][CH2:12][CH3:13])[CH3:7]. (5) Given the reactants Cl.[Br:2][C:3]1[CH:8]=[CH:7][C:6]([CH2:9][NH2:10])=[CH:5][CH:4]=1.CCN(CC)CC.Cl[C:19](=[O:25])[CH2:20][C:21]([O:23][CH3:24])=[O:22], predict the reaction product. The product is: [Br:2][C:3]1[CH:8]=[CH:7][C:6]([CH2:9][NH:10][C:19](=[O:25])[CH2:20][C:21]([O:23][CH3:24])=[O:22])=[CH:5][CH:4]=1.